From a dataset of Forward reaction prediction with 1.9M reactions from USPTO patents (1976-2016). Predict the product of the given reaction. (1) Given the reactants [CH2:1]1[CH2:10][O:9][C:8]2[CH:7]=[CH:6][C:5]([NH:11][C:12]3[N:17]=[C:16]([NH:18][C:19]4[CH:20]=[CH:21][C:22]5[O:26][C:25]([C:27]([O:29]C)=O)=[CH:24][C:23]=5[CH:31]=4)[C:15]([F:32])=[CH:14][N:13]=3)=[CH:4][C:3]=2[O:2]1.Cl.[CH3:34][NH2:35], predict the reaction product. The product is: [CH2:1]1[CH2:10][O:9][C:8]2[CH:7]=[CH:6][C:5]([NH:11][C:12]3[N:17]=[C:16]([NH:18][C:19]4[CH:20]=[CH:21][C:22]5[O:26][C:25]([C:27]([NH:35][CH3:34])=[O:29])=[CH:24][C:23]=5[CH:31]=4)[C:15]([F:32])=[CH:14][N:13]=3)=[CH:4][C:3]=2[O:2]1. (2) Given the reactants [CH3:1][C:2]1[CH:18]=[CH:17][CH:16]=[C:15]([CH3:19])[C:3]=1[CH2:4][O:5][C:6]1[C:7]([CH3:14])=[C:8]([CH2:12]O)[CH:9]=[CH:10][CH:11]=1.C(Br)(Br)(Br)[Br:21].C1(P(C2C=CC=CC=2)C2C=CC=CC=2)C=CC=CC=1, predict the reaction product. The product is: [Br:21][CH2:12][C:8]1[CH:9]=[CH:10][CH:11]=[C:6]([O:5][CH2:4][C:3]2[C:2]([CH3:1])=[CH:18][CH:17]=[CH:16][C:15]=2[CH3:19])[C:7]=1[CH3:14]. (3) Given the reactants Cl[C:2]1[CH:10]=[CH:9][C:5]([C:6]([OH:8])=[O:7])=[CH:4][C:3]=1[N+:11]([O-])=O.C[C@H]1CC[C@H](N)CC1.[Cl:22][C:23]1[CH:60]=[CH:59][C:26]([C:27]2[C:32]([C:33]3[CH:42]=[CH:41][C:40]4[C:35](=[CH:36][CH:37]=[C:38]([C:43]5[N:47](CC)[C:46]6[CH:50]=[CH:51][C:52]([C:54](O)=O)=[CH:53][C:45]=6N=5)[CH:39]=4)[N:34]=3)=[CH:31][C:30]([O:57][CH3:58])=[CH:29][CH:28]=2)=[CH:25][CH:24]=1, predict the reaction product. The product is: [Cl:22][C:23]1[CH:60]=[CH:59][C:26]([C:27]2[C:32]([C:33]3[CH:42]=[CH:41][C:40]4[C:35](=[CH:36][CH:37]=[C:38]([C:43]5[N:47]([CH:46]6[CH2:45][CH2:53][CH:52]([CH3:54])[CH2:51][CH2:50]6)[C:2]6[CH:10]=[CH:9][C:5]([C:6]([OH:8])=[O:7])=[CH:4][C:3]=6[N:11]=5)[CH:39]=4)[N:34]=3)=[CH:31][C:30]([O:57][CH3:58])=[CH:29][CH:28]=2)=[CH:25][CH:24]=1. (4) Given the reactants [Si]([O:8][CH2:9][C:10]1[CH:11]=[C:12]2[C:17](=[N:18][C:19]=1[CH:20](OC)[O:21]C)[N:16]([C:25]([NH:27][C:28]1[CH:33]=[C:32]([O:34][CH2:35][CH2:36][O:37][CH3:38])[C:31]([C:39]#[N:40])=[CH:30][N:29]=1)=[O:26])[CH2:15][CH2:14][CH2:13]2)(C(C)(C)C)(C)C.Cl.C([O-])(O)=O.[Na+], predict the reaction product. The product is: [C:39]([C:31]1[C:32]([O:34][CH2:35][CH2:36][O:37][CH3:38])=[CH:33][C:28]([NH:27][C:25]([N:16]2[C:17]3[C:12](=[CH:11][C:10]([CH2:9][OH:8])=[C:19]([CH:20]=[O:21])[N:18]=3)[CH2:13][CH2:14][CH2:15]2)=[O:26])=[N:29][CH:30]=1)#[N:40]. (5) Given the reactants [CH2:1]([N:3]1[CH2:9][CH:8]([OH:10])[C:7]2[CH:11]=[CH:12][S:13][C:6]=2[CH2:5][CH2:4]1)[CH3:2].[Br:14][C:15]1[C:16]([Cl:22])=[C:17](F)[CH:18]=[CH:19][CH:20]=1, predict the reaction product. The product is: [Br:14][C:15]1[C:16]([Cl:22])=[C:17]([O:10][CH:8]2[CH2:9][N:3]([CH2:1][CH3:2])[CH2:4][CH2:5][C:6]3[S:13][CH:12]=[CH:11][C:7]2=3)[CH:18]=[CH:19][CH:20]=1. (6) Given the reactants C([N:8]1[C:13](=[O:14])[C:12]([C:15]2[CH:20]=[CH:19][C:18]([Cl:21])=[CH:17][CH:16]=2)=[C:11]([Cl:22])[CH:10]=[N:9]1)C1C=CC=CC=1.[Cl-].[Al+3].[Cl-].[Cl-].O, predict the reaction product. The product is: [Cl:22][C:11]1[CH:10]=[N:9][NH:8][C:13](=[O:14])[C:12]=1[C:15]1[CH:20]=[CH:19][C:18]([Cl:21])=[CH:17][CH:16]=1.